From a dataset of Forward reaction prediction with 1.9M reactions from USPTO patents (1976-2016). Predict the product of the given reaction. (1) Given the reactants [BH4-].[Na+].[Br:3][C:4]1[CH:9]=[CH:8][C:7]([C:10](=[O:12])[CH3:11])=[C:6]([O:13][CH2:14][CH2:15][CH2:16][O:17][CH3:18])[CH:5]=1.C(O)(=O)C, predict the reaction product. The product is: [Br:3][C:4]1[CH:9]=[CH:8][C:7]([CH:10]([OH:12])[CH3:11])=[C:6]([O:13][CH2:14][CH2:15][CH2:16][O:17][CH3:18])[CH:5]=1. (2) Given the reactants Cl[C:2]1[N:7]=[C:6](Cl)[C:5]([C:9]([F:12])([F:11])[F:10])=[CH:4][N:3]=1.[F:13][C:14]([F:19])([F:18])[CH2:15][CH2:16][OH:17].[H-].[Na+].[Cl-].[Na+].[CH3:24][S:25]([C:28]1[CH:33]=[CH:32][C:31]([NH2:34])=[CH:30][CH:29]=1)(=[O:27])=[O:26].Cl.C(=O)([O-])O.[Na+], predict the reaction product. The product is: [CH3:24][S:25]([C:28]1[CH:33]=[CH:32][C:31]([NH:34][C:2]2[N:7]=[C:6]([O:17][CH2:16][CH2:15][C:14]([F:19])([F:18])[F:13])[C:5]([C:9]([F:12])([F:11])[F:10])=[CH:4][N:3]=2)=[CH:30][CH:29]=1)(=[O:26])=[O:27]. (3) Given the reactants C([O:4][C@@H:5]1[O:27][C@H:26]([CH2:28][O:29][C:30](=O)[C:31]2[CH:36]=[CH:35][CH:34]=[CH:33][CH:32]=2)[C@@H:16]([O:17]C(=O)C2C=CC=CC=2)[C@H:6]1[O:7]C(=O)C1C=CC=CC=1)(=O)C.[C:38]1([OH:48])[C:47]2[C:42](=[CH:43][CH:44]=[CH:45][CH:46]=2)[CH:41]=[CH:40][CH:39]=1.B(F)(F)F, predict the reaction product. The product is: [O:29]([C:30]1[C:31]2[C:32](=[CH:33][CH:34]=[CH:35][CH:36]=2)[CH:47]=[CH:38][CH:39]=1)[C@@H:28]1[O:7][C@H:6]([CH2:5][OH:4])[C@@H:16]([OH:17])[C@H:26]1[OH:27].[C:38]1([OH:48])[C:47]2[C:42](=[CH:43][CH:44]=[CH:45][CH:46]=2)[CH:41]=[CH:40][CH:39]=1. (4) Given the reactants [S:1]1[C:5]2[CH:6]=[CH:7][C:8]([C:10]3[C:19]([N:20]([CH:22]([CH3:24])[CH3:23])[CH3:21])=[N:18][C:17]4[C:12](=[CH:13][CH:14]=[C:15]([C:25]([O:27]C)=[O:26])[CH:16]=4)[N:11]=3)=[CH:9][C:4]=2[N:3]=[CH:2]1.[OH-].[Na+].O, predict the reaction product. The product is: [S:1]1[C:5]2[CH:6]=[CH:7][C:8]([C:10]3[C:19]([N:20]([CH:22]([CH3:24])[CH3:23])[CH3:21])=[N:18][C:17]4[C:12](=[CH:13][CH:14]=[C:15]([C:25]([OH:27])=[O:26])[CH:16]=4)[N:11]=3)=[CH:9][C:4]=2[N:3]=[CH:2]1. (5) Given the reactants [CH3:1][Si:2]([CH3:13])([CH3:12])[CH2:3][CH2:4][O:5][CH2:6][N:7]1[CH:11]=[CH:10][CH:9]=[N:8]1.C([Li])CCC.[CH:19]1([C:25]2([CH3:40])[C:29](=[O:30])[N:28]([CH2:31][C:32](N(OC)C)=[O:33])[C:27](=[O:38])[N:26]2[CH3:39])[CH2:24][CH2:23][CH2:22][CH2:21][CH2:20]1, predict the reaction product. The product is: [CH:19]1([C:25]2([CH3:40])[N:26]([CH3:39])[C:27](=[O:38])[N:28]([CH2:31][C:32](=[O:33])[C:11]3[N:7]([CH2:6][O:5][CH2:4][CH2:3][Si:2]([CH3:13])([CH3:12])[CH3:1])[N:8]=[CH:9][CH:10]=3)[C:29]2=[O:30])[CH2:20][CH2:21][CH2:22][CH2:23][CH2:24]1. (6) Given the reactants [OH-].[Na+].[Br:3][C:4]1[CH:8]=[N:7][N:6]([CH3:9])[C:5]=1[C:10]1[CH:11]=[C:12]([NH:18][C:19](=[O:21])C)[CH:13]=[CH:14][C:15]=1[O:16][CH3:17].BrC1C=NN(C)C=1C1C=C(N)C=CC=1OC.[F:38][C:39]1[CH:44]=[C:43]([F:45])[CH:42]=[CH:41][C:40]=1[N:46]=C=O, predict the reaction product. The product is: [Br:3][C:4]1[CH:8]=[N:7][N:6]([CH3:9])[C:5]=1[C:10]1[CH:11]=[C:12]([NH:18][C:19]([NH:46][C:40]2[CH:41]=[CH:42][C:43]([F:45])=[CH:44][C:39]=2[F:38])=[O:21])[CH:13]=[CH:14][C:15]=1[O:16][CH3:17].